Dataset: Full USPTO retrosynthesis dataset with 1.9M reactions from patents (1976-2016). Task: Predict the reactants needed to synthesize the given product. (1) Given the product [Cl:14][C:2]1[CH:7]=[C:6]([CH3:8])[NH:5][C:4](=[O:9])[C:3]=1[C:10]#[N:11], predict the reactants needed to synthesize it. The reactants are: O[C:2]1[CH:7]=[C:6]([CH3:8])[NH:5][C:4](=[O:9])[C:3]=1[C:10]#[N:11].P(Cl)(Cl)([Cl:14])=O.P(Cl)(Cl)(Cl)(Cl)Cl.[OH-].[NH4+]. (2) Given the product [OH:3][C:1]([C:4]1[CH:9]=[C:8]([C@@H:10]([NH:13][C:14]([C:16]2[C:17]3[CH:24]=[N:23][N:22]([C:25]4[CH:26]=[CH:27][C:28]([F:31])=[CH:29][CH:30]=4)[C:18]=3[CH:19]=[N:20][CH:21]=2)=[O:15])[CH2:11][CH3:12])[CH:7]=[CH:6][N:5]=1)([CH3:32])[CH3:2], predict the reactants needed to synthesize it. The reactants are: [C:1]([C:4]1[CH:9]=[C:8]([C@@H:10]([NH:13][C:14]([C:16]2[C:17]3[CH:24]=[N:23][N:22]([C:25]4[CH:30]=[CH:29][C:28]([F:31])=[CH:27][CH:26]=4)[C:18]=3[CH:19]=[N:20][CH:21]=2)=[O:15])[CH2:11][CH3:12])[CH:7]=[CH:6][N:5]=1)(=[O:3])[CH3:2].[CH3:32][Li]. (3) Given the product [C:1]1([O:7][C:8](=[O:34])[N:9]([C:19]2[C:24]([F:58])=[C:23]([O:25][C:26]3[CH:31]=[CH:30][C:29]([NH:32][C:48]([C:45]4([C:43]([O:42][CH2:35][C:36]5[CH:41]=[CH:40][CH:39]=[CH:38][CH:37]=5)=[O:44])[CH2:47][CH2:46]4)=[O:50])=[CH:28][CH:27]=3)[CH:22]=[CH:21][N:20]=2)[C:10]([O:12][C:13]2[CH:14]=[CH:15][CH:16]=[CH:17][CH:18]=2)=[O:11])[CH:2]=[CH:3][CH:4]=[CH:5][CH:6]=1, predict the reactants needed to synthesize it. The reactants are: [C:1]1([O:7][C:8](=[O:34])[N:9]([C:19]2[CH:24]=[C:23]([O:25][C:26]3[CH:31]=[CH:30][C:29]([NH2:32])=[C:28](F)[CH:27]=3)[CH:22]=[CH:21][N:20]=2)[C:10]([O:12][C:13]2[CH:18]=[CH:17][CH:16]=[CH:15][CH:14]=2)=[O:11])[CH:6]=[CH:5][CH:4]=[CH:3][CH:2]=1.[CH2:35]([O:42][C:43]([C:45]1([C:48]([OH:50])=O)[CH2:47][CH2:46]1)=[O:44])[C:36]1[CH:41]=[CH:40][CH:39]=[CH:38][CH:37]=1.C(N(CC)CC)C.[F:58][P-](F)(F)(F)(F)F.N1(O[P+](N(C)C)(N(C)C)N(C)C)C2C=CC=CC=2N=N1. (4) Given the product [CH:1]([NH:4][C:5]1[CH:12]=[CH:11][CH:10]=[C:9]([C:13]2[CH:18]=[CH:17][CH:16]=[CH:15][CH:14]=2)[C:6]=1[CH2:7][NH2:8])([CH3:3])[CH3:2], predict the reactants needed to synthesize it. The reactants are: [CH:1]([NH:4][C:5]1[CH:12]=[CH:11][CH:10]=[C:9]([C:13]2[CH:18]=[CH:17][CH:16]=[CH:15][CH:14]=2)[C:6]=1[C:7]#[N:8])([CH3:3])[CH3:2].[H-].[Al+3].[Li+].[H-].[H-].[H-].S([O-])([O-])(=O)=O.[Na+].[Na+]. (5) The reactants are: [CH2:1]([C@H:8]([NH:24][C:25]([C:27]1[N:31]2[CH2:32][CH2:33][N:34]([CH:37]([CH2:41][CH2:42][CH3:43])[CH2:38][CH2:39][CH3:40])[C:35](=[O:36])[C:30]2=[CH:29][CH:28]=1)=[O:26])[C@H:9]([OH:23])[CH2:10][NH:11][CH2:12][C:13]1[CH:18]=[CH:17][CH:16]=[C:15]([C:19]([F:22])([F:21])[F:20])[CH:14]=1)[C:2]1[CH:7]=[CH:6][CH:5]=[CH:4][CH:3]=1.[ClH:44]. Given the product [ClH:44].[CH2:1]([C@H:8]([NH:24][C:25]([C:27]1[N:31]2[CH2:32][CH2:33][N:34]([CH:37]([CH2:41][CH2:42][CH3:43])[CH2:38][CH2:39][CH3:40])[C:35](=[O:36])[C:30]2=[CH:29][CH:28]=1)=[O:26])[C@H:9]([OH:23])[CH2:10][NH:11][CH2:12][C:13]1[CH:18]=[CH:17][CH:16]=[C:15]([C:19]([F:20])([F:21])[F:22])[CH:14]=1)[C:2]1[CH:3]=[CH:4][CH:5]=[CH:6][CH:7]=1, predict the reactants needed to synthesize it.